This data is from NCI-60 drug combinations with 297,098 pairs across 59 cell lines. The task is: Regression. Given two drug SMILES strings and cell line genomic features, predict the synergy score measuring deviation from expected non-interaction effect. (1) Synergy scores: CSS=24.2, Synergy_ZIP=-6.44, Synergy_Bliss=-2.47, Synergy_Loewe=-4.06, Synergy_HSA=0.420. Cell line: M14. Drug 1: C1CN1P(=S)(N2CC2)N3CC3. Drug 2: C1=NC2=C(N=C(N=C2N1C3C(C(C(O3)CO)O)O)F)N. (2) Drug 1: CC1C(C(=O)NC(C(=O)N2CCCC2C(=O)N(CC(=O)N(C(C(=O)O1)C(C)C)C)C)C(C)C)NC(=O)C3=C4C(=C(C=C3)C)OC5=C(C(=O)C(=C(C5=N4)C(=O)NC6C(OC(=O)C(N(C(=O)CN(C(=O)C7CCCN7C(=O)C(NC6=O)C(C)C)C)C)C(C)C)C)N)C. Drug 2: CC1=C(N=C(N=C1N)C(CC(=O)N)NCC(C(=O)N)N)C(=O)NC(C(C2=CN=CN2)OC3C(C(C(C(O3)CO)O)O)OC4C(C(C(C(O4)CO)O)OC(=O)N)O)C(=O)NC(C)C(C(C)C(=O)NC(C(C)O)C(=O)NCCC5=NC(=CS5)C6=NC(=CS6)C(=O)NCCC[S+](C)C)O. Cell line: CCRF-CEM. Synergy scores: CSS=14.7, Synergy_ZIP=-6.29, Synergy_Bliss=0.474, Synergy_Loewe=-19.4, Synergy_HSA=-3.08. (3) Drug 1: CNC(=O)C1=CC=CC=C1SC2=CC3=C(C=C2)C(=NN3)C=CC4=CC=CC=N4. Synergy scores: CSS=40.2, Synergy_ZIP=10.6, Synergy_Bliss=15.1, Synergy_Loewe=4.11, Synergy_HSA=14.3. Drug 2: C1=NC2=C(N=C(N=C2N1C3C(C(C(O3)CO)O)F)Cl)N. Cell line: NCI-H460. (4) Drug 1: C1C(C(OC1N2C=C(C(=O)NC2=O)F)CO)O. Drug 2: C1C(C(OC1N2C=NC(=NC2=O)N)CO)O. Cell line: SK-MEL-28. Synergy scores: CSS=18.7, Synergy_ZIP=-3.74, Synergy_Bliss=-0.580, Synergy_Loewe=-16.0, Synergy_HSA=-2.63. (5) Drug 1: COC1=C(C=C2C(=C1)N=CN=C2NC3=CC(=C(C=C3)F)Cl)OCCCN4CCOCC4. Drug 2: C1CN(P(=O)(OC1)NCCCl)CCCl. Cell line: BT-549. Synergy scores: CSS=24.2, Synergy_ZIP=-5.73, Synergy_Bliss=0.769, Synergy_Loewe=-38.6, Synergy_HSA=0.507.